This data is from Reaction yield outcomes from USPTO patents with 853,638 reactions. The task is: Predict the reaction yield, written as a fraction of the theoretical maximum amount of product (1.0 means a 100% yield; for example, 0.34 means a 34% yield). The reactants are [CH3:1][O:2][C:3](=[O:26])[CH2:4][C:5]1[C:14]([CH3:15])=[C:13](B2OC(C)(C)C(C)(C)O2)[C:12]2[C:7](=[CH:8][CH:9]=[C:10]([Cl:25])[CH:11]=2)[CH:6]=1.Br[C:28]1[CH:33]=[CH:32][C:31]([S:34][C:35]2[CH:40]=[C:39]([Cl:41])[CH:38]=[C:37]([Cl:42])[CH:36]=2)=[CH:30][CH:29]=1.C(=O)(O)[O-].[Na+].O. The catalyst is C(COC)OC.[Pd].C1(P(C2C=CC=CC=2)C2C=CC=CC=2)C=CC=CC=1.C1(P(C2C=CC=CC=2)C2C=CC=CC=2)C=CC=CC=1.C1(P(C2C=CC=CC=2)C2C=CC=CC=2)C=CC=CC=1.C1(P(C2C=CC=CC=2)C2C=CC=CC=2)C=CC=CC=1. The product is [CH3:1][O:2][C:3](=[O:26])[CH2:4][C:5]1[C:14]([CH3:15])=[C:13]([C:28]2[CH:29]=[CH:30][C:31]([S:34][C:35]3[CH:40]=[C:39]([Cl:41])[CH:38]=[C:37]([Cl:42])[CH:36]=3)=[CH:32][CH:33]=2)[C:12]2[C:7](=[CH:8][CH:9]=[C:10]([Cl:25])[CH:11]=2)[CH:6]=1. The yield is 0.420.